Dataset: Full USPTO retrosynthesis dataset with 1.9M reactions from patents (1976-2016). Task: Predict the reactants needed to synthesize the given product. (1) Given the product [CH3:1][O:2][C:3]1[CH:8]=[CH:7][C:6]([C:9]2[CH:13]=[C:12]([C:14]3[CH:15]=[CH:16][CH:17]=[CH:18][CH:19]=3)[NH:11][C:10]=2[C:20]([NH:22][CH2:23][C:24]2[CH:25]=[CH:26][C:27]([C:28]([OH:30])=[O:29])=[CH:32][CH:33]=2)=[O:21])=[CH:5][CH:4]=1, predict the reactants needed to synthesize it. The reactants are: [CH3:1][O:2][C:3]1[CH:8]=[CH:7][C:6]([C:9]2[CH:13]=[C:12]([C:14]3[CH:19]=[CH:18][CH:17]=[CH:16][CH:15]=3)[NH:11][C:10]=2[C:20]([NH:22][CH2:23][C:24]2[CH:33]=[CH:32][C:27]([C:28]([O:30]C)=[O:29])=[CH:26][CH:25]=2)=[O:21])=[CH:5][CH:4]=1.[OH-].[Na+]. (2) Given the product [C:1]([N:5]1[CH2:9][C@@H:8]([C:10]2[CH:15]=[CH:14][C:13]([F:16])=[CH:12][C:11]=2[F:17])[C@H:7]([C:18]([N:20]2[CH2:25][CH2:24][CH:23]([C:26]3[CH:31]=[CH:30][C:29]([Cl:32])=[CH:28][C:27]=3[CH2:33][C:34]([O:36][CH3:37])=[O:35])[CH2:22][CH2:21]2)=[O:19])[CH2:6]1)([CH3:4])([CH3:3])[CH3:2], predict the reactants needed to synthesize it. The reactants are: [C:1]([N:5]1[CH2:9][C@@H:8]([C:10]2[CH:15]=[CH:14][C:13]([F:16])=[CH:12][C:11]=2[F:17])[C@H:7]([C:18]([N:20]2[CH2:25][CH:24]=[C:23]([C:26]3[CH:31]=[CH:30][C:29]([Cl:32])=[CH:28][C:27]=3[CH2:33][C:34]([O:36][CH3:37])=[O:35])[CH2:22][CH2:21]2)=[O:19])[CH2:6]1)([CH3:4])([CH3:3])[CH3:2]. (3) Given the product [S:13]1[CH:14]=[CH:15][N:16]=[C:12]1[NH:11][C:2]1[C:7]2[CH:8]=[CH:9][S:10][C:6]=2[CH:5]=[CH:4][N:3]=1, predict the reactants needed to synthesize it. The reactants are: Cl[C:2]1[C:7]2[CH:8]=[CH:9][S:10][C:6]=2[CH:5]=[CH:4][N:3]=1.[NH2:11][C:12]1[S:13][CH:14]=[CH:15][N:16]=1.[O-]P([O-])([O-])=O.[K+].[K+].[K+]. (4) The reactants are: [N:1]1[C:10]2[C:5](=[CH:6][N:7]=[CH:8][CH:9]=2)[CH:4]=[CH:3][C:2]=1[C:11]([OH:13])=O.O.ON1C2C=CC=CC=2N=N1.[CH2:25]([O:27][C:28]1[CH:35]=[CH:34][CH:33]=[CH:32][C:29]=1[CH2:30][NH2:31])[CH3:26].CCCCCC.C(OCC)(=O)C. Given the product [CH2:25]([O:27][C:28]1[CH:35]=[CH:34][CH:33]=[CH:32][C:29]=1[CH2:30][NH:31][C:11]([C:2]1[CH:3]=[CH:4][C:5]2[C:10](=[CH:9][CH:8]=[N:7][CH:6]=2)[N:1]=1)=[O:13])[CH3:26], predict the reactants needed to synthesize it. (5) Given the product [C:7]([O:3][CH:2]([CH3:4])[C:1]([OH:6])=[O:5])(=[O:10])[CH3:8], predict the reactants needed to synthesize it. The reactants are: [C:1]([OH:6])(=[O:5])[CH:2]([CH3:4])[OH:3].[C:7]([O-])(=[O:10])[CH:8]=C. (6) Given the product [Cl:21][C:13]1[CH:12]=[C:11]([CH:16]=[CH:15][C:14]=1[C:17]([F:20])([F:19])[F:18])[CH2:10][O:9][C:5]1[C:6]([F:8])=[CH:7][C:2]([C:53]([NH:45][S:42]([CH3:41])(=[O:44])=[O:43])=[O:52])=[C:3]([F:22])[CH:4]=1, predict the reactants needed to synthesize it. The reactants are: Br[C:2]1[CH:7]=[C:6]([F:8])[C:5]([O:9][CH2:10][C:11]2[CH:16]=[CH:15][C:14]([C:17]([F:20])([F:19])[F:18])=[C:13]([Cl:21])[CH:12]=2)=[CH:4][C:3]=1[F:22].F[B-](F)(F)F.C([PH+](C(C)(C)C)C(C)(C)C)(C)(C)C.[CH3:41][S:42]([NH2:45])(=[O:44])=[O:43].S([O-])(O)(=O)=O.[K+].[O:52]1CCOC[CH2:53]1. (7) The reactants are: [SH:1][C:2]1[O:3][C:4]2[C:9]([C:10](=[O:13])[C:11]=1[CH3:12])=[CH:8][CH:7]=[CH:6][CH:5]=2.[C:14](=O)([O-])[O-].[K+].[K+].IC.Cl. Given the product [CH3:12][C:11]1[C:10](=[O:13])[C:9]2[C:4](=[CH:5][CH:6]=[CH:7][CH:8]=2)[O:3][C:2]=1[S:1][CH3:14], predict the reactants needed to synthesize it.